Dataset: Catalyst prediction with 721,799 reactions and 888 catalyst types from USPTO. Task: Predict which catalyst facilitates the given reaction. (1) Reactant: [Br:1][C:2]1[C:11]2[C@H:10]([CH3:12])[C@@H:9]([OH:13])[CH2:8][CH2:7][C:6]=2[CH:5]=[CH:4][C:3]=1[NH:14][S:15]([C:18]1[CH:23]=[CH:22][CH:21]=[CH:20][C:19]=1[F:24])(=[O:17])=[O:16].[C:25](OC(=O)C)(=[O:27])[CH3:26].N1C=CC=CC=1. Product: [C:25]([O:13][C@H:9]1[CH2:8][CH2:7][C:6]2[C:11](=[C:2]([Br:1])[C:3]([NH:14][S:15]([C:18]3[CH:23]=[CH:22][CH:21]=[CH:20][C:19]=3[F:24])(=[O:17])=[O:16])=[CH:4][CH:5]=2)[C@@H:10]1[CH3:12])(=[O:27])[CH3:26]. The catalyst class is: 64. (2) Reactant: [C:1]1([C@H:7]([NH:9][C:10]([N:12]2[C:15](=[O:16])[C@@H:14]([S:17][C:18]3[CH:23]=[CH:22][CH:21]=[C:20]([N+:24]([O-])=O)[CH:19]=3)[C@H:13]2[C:27]([O:29][CH2:30][CH3:31])=[O:28])=[O:11])[CH3:8])[CH:6]=[CH:5][CH:4]=[CH:3][CH:2]=1.O.[Sn](Cl)(Cl)(Cl)Cl. Product: [C:1]1([C@H:7]([NH:9][C:10]([N:12]2[C:15](=[O:16])[C@@H:14]([S:17][C:18]3[CH:23]=[CH:22][CH:21]=[C:20]([NH2:24])[CH:19]=3)[C@H:13]2[C:27]([O:29][CH2:30][CH3:31])=[O:28])=[O:11])[CH3:8])[CH:2]=[CH:3][CH:4]=[CH:5][CH:6]=1. The catalyst class is: 13. (3) Reactant: [O:1]=[C:2]1[C:6]2([CH2:11][CH2:10][NH:9][CH2:8][CH2:7]2)[CH2:5][CH2:4][N:3]1[C:12]1[N:17]=[CH:16][C:15]([C:18]#[N:19])=[CH:14][CH:13]=1.[CH3:20][C:21]1[C:29]2[CH2:28][O:27][C:26](=[O:30])[C:25]=2[CH:24]=[CH:23][C:22]=1[C@@H:31]1[CH2:33][O:32]1.C(O)(C(F)(F)F)=O. Product: [OH:32][C@H:31]([C:22]1[CH:23]=[CH:24][C:25]2[C:26](=[O:30])[O:27][CH2:28][C:29]=2[C:21]=1[CH3:20])[CH2:33][N:9]1[CH2:8][CH2:7][C:6]2([C:2](=[O:1])[N:3]([C:12]3[N:17]=[CH:16][C:15]([C:18]#[N:19])=[CH:14][CH:13]=3)[CH2:4][CH2:5]2)[CH2:11][CH2:10]1. The catalyst class is: 378. (4) Reactant: C[O:2][C:3](=[O:31])[CH2:4][CH2:5][C@H:6]([C@@H:8]1[C@:25]2([CH3:26])[C@H:11]([C@H:12]3[C@H:22]([CH2:23][CH2:24]2)[C@:20]2([CH3:21])[C@@H:15]([CH2:16][C@H:17]([OH:27])[CH2:18][CH2:19]2)/[C:14](=[CH:28]\[CH3:29])/[C:13]3=[O:30])[CH2:10][CH2:9]1)[CH3:7]. Product: [OH:27][C@@H:17]1[CH2:18][CH2:19][C@@:20]2([CH3:21])[C@H:15](/[C:14](=[CH:28]/[CH3:29])/[C:13](=[O:30])[C@@H:12]3[C@@H:22]2[CH2:23][CH2:24][C@@:25]2([CH3:26])[C@H:11]3[CH2:10][CH2:9][C@@H:8]2[C@H:6]([CH3:7])[CH2:5][CH2:4][C:3]([OH:31])=[O:2])[CH2:16]1. The catalyst class is: 6. (5) Product: [O:1]=[CH:2][C@H:3]([C@@H:5]([C@@H:7]([CH2:9][OH:10])[OH:8])[OH:6])[OH:4]. Reactant: [O:1]=[CH:2][C@@H:3]([C@H:5]([C@H:7]([CH2:9][OH:10])[OH:8])[OH:6])[OH:4]. The catalyst class is: 82. (6) Reactant: C([Cu])#N.[C:4]([Mg]Cl)([CH3:7])([CH3:6])[CH3:5].Br[C:11]1[CH:12]=[CH:13][C:14]([NH:17][C:18](=[O:24])[O:19][C:20]([CH3:23])([CH3:22])[CH3:21])=[N:15][CH:16]=1. Product: [C:4]([C:11]1[CH:12]=[CH:13][C:14]([NH:17][C:18](=[O:24])[O:19][C:20]([CH3:23])([CH3:22])[CH3:21])=[N:15][CH:16]=1)([CH3:7])([CH3:6])[CH3:5]. The catalyst class is: 1. (7) Reactant: [S:1]1[C:5]2[CH:6]=[CH:7][CH:8]=[CH:9][C:4]=2[C:3]([N:10]2[CH2:15][CH2:14][N:13]([CH2:16][CH2:17][C:18]3[CH:23]=[CH:22][CH:21]=[CH:20][C:19]=3[NH2:24])[CH2:12][CH2:11]2)=[N:2]1.[CH3:25][C:26]([CH3:28])=O.CC(O)=O.[BH-](OC(C)=O)(OC(C)=O)OC(C)=O.[Na+]. Product: [S:1]1[C:5]2[CH:6]=[CH:7][CH:8]=[CH:9][C:4]=2[C:3]([N:10]2[CH2:15][CH2:14][N:13]([CH2:16][CH2:17][C:18]3[CH:23]=[CH:22][CH:21]=[CH:20][C:19]=3[NH:24][CH:26]([CH3:28])[CH3:25])[CH2:12][CH2:11]2)=[N:2]1. The catalyst class is: 344.